Dataset: Catalyst prediction with 721,799 reactions and 888 catalyst types from USPTO. Task: Predict which catalyst facilitates the given reaction. (1) Reactant: FC(F)(F)S(O[C:7]1[C:12]([CH:13]=[O:14])=[CH:11][C:10]([Cl:15])=[CH:9][C:8]=1[O:16][CH2:17][CH3:18])(=O)=O.CC([O-])=O.[K+].[B:26]1([B:26]2[O:30][C:29]([CH3:32])([CH3:31])[C:28]([CH3:34])([CH3:33])[O:27]2)[O:30][C:29]([CH3:32])([CH3:31])[C:28]([CH3:34])([CH3:33])[O:27]1. Product: [Cl:15][C:10]1[CH:9]=[C:8]([O:16][CH2:17][CH3:18])[C:7]([B:26]2[O:30][C:29]([CH3:32])([CH3:31])[C:28]([CH3:34])([CH3:33])[O:27]2)=[C:12]([CH:11]=1)[CH:13]=[O:14]. The catalyst class is: 12. (2) Reactant: [N:1]1[CH:6]=[CH:5][CH:4]=[N:3][C:2]=1[NH2:7].C[Al](C)C.[Cl:12][C:13]1[CH:14]=[CH:15][C:16]([NH:22][C:23]2[C:31]3[C:26](=[CH:27][N:28]=[CH:29][CH:30]=3)[O:25][C:24]=2[C:32](OCC)=[O:33])=[C:17]2[C:21]=1[NH:20][N:19]=[CH:18]2. Product: [Cl:12][C:13]1[CH:14]=[CH:15][C:16]([NH:22][C:23]2[C:31]3[C:26](=[CH:27][N:28]=[CH:29][CH:30]=3)[O:25][C:24]=2[C:32]([NH:7][C:2]2[N:3]=[CH:4][CH:5]=[CH:6][N:1]=2)=[O:33])=[C:17]2[C:21]=1[NH:20][N:19]=[CH:18]2. The catalyst class is: 11. (3) Reactant: [Cl-].[C:2]([C:4]1([NH2:8])[CH2:7][CH2:6][CH2:5]1)#[N:3].C(N(CC)CC)C.[CH3:16][O:17][C:18]1[CH:26]=[CH:25][C:21]([C:22](Cl)=[O:23])=[CH:20][CH:19]=1.CCOC(C)=O. Product: [C:2]([C:4]1([NH:8][C:22](=[O:23])[C:21]2[CH:25]=[CH:26][C:18]([O:17][CH3:16])=[CH:19][CH:20]=2)[CH2:7][CH2:6][CH2:5]1)#[N:3]. The catalyst class is: 20.